From a dataset of Full USPTO retrosynthesis dataset with 1.9M reactions from patents (1976-2016). Predict the reactants needed to synthesize the given product. The reactants are: [CH3:1][N:2]1[CH2:7][CH2:6][CH:5]([C:8]2[CH:18]=[CH:17][C:11]([C:12]([O:14]CC)=[O:13])=[CH:10][CH:9]=2)[CH2:4][CH2:3]1.[OH-].[Na+].Cl. Given the product [CH3:1][N:2]1[CH2:7][CH2:6][CH:5]([C:8]2[CH:18]=[CH:17][C:11]([C:12]([OH:14])=[O:13])=[CH:10][CH:9]=2)[CH2:4][CH2:3]1, predict the reactants needed to synthesize it.